This data is from Full USPTO retrosynthesis dataset with 1.9M reactions from patents (1976-2016). The task is: Predict the reactants needed to synthesize the given product. (1) Given the product [I:24][C:21]1[CH:22]=[CH:23][C:18]2[N:19]([CH:25]=[C:16]([C:13]3[CH:14]=[CH:15][C:10]([C:8]4[O:9][N:5]=[CH:6][CH:7]=4)=[CH:11][CH:12]=3)[N:17]=2)[CH:20]=1, predict the reactants needed to synthesize it. The reactants are: Cl.NO.C[N:5](C)/[CH:6]=[CH:7]/[C:8]([C:10]1[CH:15]=[CH:14][C:13]([C:16]2[N:17]=[C:18]3[CH:23]=[CH:22][C:21]([I:24])=[CH:20][N:19]3[CH:25]=2)=[CH:12][CH:11]=1)=[O:9]. (2) Given the product [Cl:23][C:5]1[C:6]([NH:8][C:9]2[CH:14]=[CH:13][C:12]([N:15]3[CH2:20][CH2:19][O:18][CH2:17][CH2:16]3)=[CH:11][C:10]=2[O:21][CH3:22])=[N:7][C:2]([NH:24][C:25]2[C:26]([O:38][CH3:39])=[CH:27][C:28]3[N:34]([CH3:35])[C:33](=[O:36])[O:32][CH2:31][CH2:30][C:29]=3[CH:37]=2)=[N:3][CH:4]=1, predict the reactants needed to synthesize it. The reactants are: Cl[C:2]1[N:7]=[C:6]([NH:8][C:9]2[CH:14]=[CH:13][C:12]([N:15]3[CH2:20][CH2:19][O:18][CH2:17][CH2:16]3)=[CH:11][C:10]=2[O:21][CH3:22])[C:5]([Cl:23])=[CH:4][N:3]=1.[NH2:24][C:25]1[C:26]([O:38][CH3:39])=[CH:27][C:28]2[N:34]([CH3:35])[C:33](=[O:36])[O:32][CH2:31][CH2:30][C:29]=2[CH:37]=1. (3) Given the product [N:8]1[CH:9]=[CH:10][CH:11]=[CH:12][C:7]=1[C:6]1[C:2]([B:16]([OH:21])[OH:17])=[C:3]2[CH2:15][CH2:14][CH2:13][N:4]2[N:5]=1, predict the reactants needed to synthesize it. The reactants are: Br[C:2]1[C:6]([C:7]2[CH:12]=[CH:11][CH:10]=[CH:9][N:8]=2)=[N:5][N:4]2[CH2:13][CH2:14][CH2:15][C:3]=12.[B:16](OC(C)C)([O:21]C(C)C)[O:17]C(C)C.C([Li])CCC. (4) The reactants are: [NH2:1][C:2]1[CH:7]=[CH:6][C:5]([C:8]2[S:12][C:11]([CH2:13][NH:14][S:15]([C:18]([F:21])([F:20])[F:19])(=[O:17])=[O:16])=[N:10][CH:9]=2)=[CH:4][CH:3]=1.[F:22][C:23]1[CH:28]=[C:27]([F:29])[C:26]([F:30])=[CH:25][C:24]=1[N:31]=[C:32]=[O:33]. Given the product [F:21][C:18]([F:19])([F:20])[S:15]([NH:14][CH2:13][C:11]1[S:12][C:8]([C:5]2[CH:4]=[CH:3][C:2]([NH:1][C:32]([NH:31][C:24]3[CH:25]=[C:26]([F:30])[C:27]([F:29])=[CH:28][C:23]=3[F:22])=[O:33])=[CH:7][CH:6]=2)=[CH:9][N:10]=1)(=[O:17])=[O:16], predict the reactants needed to synthesize it. (5) Given the product [CH2:9]([N:8]([CH2:1][C:2]1[CH:7]=[CH:6][CH:5]=[CH:4][CH:3]=1)[C:21]1[C:20]([N+:31]([O-:33])=[O:32])=[C:19]([NH:34][NH:35][C:36]([O:38][C:39]([CH3:41])([CH3:40])[CH3:42])=[O:37])[CH:18]=[C:17]([CH3:16])[N:22]=1)[C:10]1[CH:15]=[CH:14][CH:13]=[CH:12][CH:11]=1, predict the reactants needed to synthesize it. The reactants are: [CH2:1]([NH:8][CH2:9][C:10]1[CH:15]=[CH:14][CH:13]=[CH:12][CH:11]=1)[C:2]1[CH:7]=[CH:6][CH:5]=[CH:4][CH:3]=1.[CH3:16][C:17]1[N:22]=[C:21](OS(C(F)(F)F)(=O)=O)[C:20]([N+:31]([O-:33])=[O:32])=[C:19]([NH:34][NH:35][C:36]([O:38][C:39]([CH3:42])([CH3:41])[CH3:40])=[O:37])[CH:18]=1.C(N(CC)CC)C. (6) Given the product [F:28][C:25]1[CH:24]=[CH:23][C:22]([O:21][C:7]2[CH:8]=[CH:9][C:10]([NH:12][C:13](=[O:14])[C:15]3[CH:20]=[CH:19][CH:18]=[N:17][CH:16]=3)=[CH:11][C:6]=2/[CH:5]=[CH:4]/[C:3]([NH:30][OH:31])=[O:29])=[CH:27][CH:26]=1, predict the reactants needed to synthesize it. The reactants are: CO[C:3](=[O:29])[CH:4]=[CH:5][C:6]1[CH:11]=[C:10]([NH:12][C:13]([C:15]2[CH:16]=[N:17][CH:18]=[CH:19][CH:20]=2)=[O:14])[CH:9]=[CH:8][C:7]=1[O:21][C:22]1[CH:27]=[CH:26][C:25]([F:28])=[CH:24][CH:23]=1.[NH2:30][OH:31].O.[OH-].[Na+]. (7) Given the product [NH2:30][C:26]1[N:25]=[CH:24][N:23]=[C:22]2[C:27]=1[N:28]=[CH:29][N:21]2[C:18]1[CH:17]=[CH:16][C:15]([NH:14][C:10]([NH:9][C:5]2[CH:6]=[CH:7][CH:8]=[C:3]([C:2]([F:12])([F:13])[F:1])[CH:4]=2)=[O:11])=[CH:20][CH:19]=1, predict the reactants needed to synthesize it. The reactants are: [F:1][C:2]([F:13])([F:12])[C:3]1[CH:4]=[C:5]([N:9]=[C:10]=[O:11])[CH:6]=[CH:7][CH:8]=1.[NH2:14][C:15]1[CH:20]=[CH:19][C:18]([N:21]2[CH:29]=[N:28][C:27]3[C:22]2=[N:23][CH:24]=[N:25][C:26]=3[NH2:30])=[CH:17][CH:16]=1.C(N(CC)CC)C. (8) The reactants are: [CH2:1]([O:8][C@@H:9]([CH3:48])[C:10]([NH:12][NH:13][C:14]1[C:19]([C:20]2[CH:25]=[CH:24][C:23]([Cl:26])=[CH:22][CH:21]=2)=[C:18]([C:27]2[CH:32]=[CH:31][C:30]([C:33]#[N:34])=[CH:29][CH:28]=2)[C:17](=[O:35])[N:16]([CH2:36][C:37]2[C:38]([CH3:47])=[N:39][C:40]([C:43]([F:46])([F:45])[F:44])=[CH:41][CH:42]=2)[N:15]=1)=O)[C:2]1[CH:7]=[CH:6][CH:5]=[CH:4][CH:3]=1.O=P(Cl)(Cl)Cl. Given the product [CH2:1]([O:8][C@H:9]([C:10]1[N:15]2[N:16]([CH2:36][C:37]3[C:38]([CH3:47])=[N:39][C:40]([C:43]([F:44])([F:45])[F:46])=[CH:41][CH:42]=3)[C:17](=[O:35])[C:18]([C:27]3[CH:28]=[CH:29][C:30]([C:33]#[N:34])=[CH:31][CH:32]=3)=[C:19]([C:20]3[CH:21]=[CH:22][C:23]([Cl:26])=[CH:24][CH:25]=3)[C:14]2=[N:13][N:12]=1)[CH3:48])[C:2]1[CH:7]=[CH:6][CH:5]=[CH:4][CH:3]=1, predict the reactants needed to synthesize it. (9) The reactants are: [O:1]=[C:2]1[C:10](=[O:11])[C:9]2[C:4](=[CH:5][CH:6]=[CH:7][CH:8]=2)[N:3]1[CH:12]([CH2:16][CH:17]([CH3:19])[CH3:18])[C:13]([OH:15])=O.[N:20]1[CH:25]=[CH:24][CH:23]=[CH:22][C:21]=1[NH2:26].C(N(CC)C(C)C)(C)C.F[P-](F)(F)(F)(F)F.N1(O[P+](N(C)C)(N(C)C)N(C)C)C2C=CC=CC=2N=N1. Given the product [N:20]1[CH:25]=[CH:24][CH:23]=[CH:22][C:21]=1[NH:26][C:13](=[O:15])[CH:12]([N:3]1[C:4]2[C:9](=[CH:8][CH:7]=[CH:6][CH:5]=2)[C:10](=[O:11])[C:2]1=[O:1])[CH2:16][CH:17]([CH3:19])[CH3:18], predict the reactants needed to synthesize it.